Dataset: Forward reaction prediction with 1.9M reactions from USPTO patents (1976-2016). Task: Predict the product of the given reaction. (1) The product is: [ClH:52].[C:23]1([C:20]2[CH:19]=[C:18]([C:16]3[N:17]=[C:13]([N:5]([CH2:4][CH2:3][CH2:2][N:29]4[CH2:34][CH2:33][CH2:32][CH2:31][C@H:30]4[C:35]([NH2:37])=[O:36])[C:6]([C:8]4[S:9][CH:10]=[CH:11][CH:12]=4)=[O:7])[S:14][CH:15]=3)[O:22][N:21]=2)[CH:24]=[CH:25][CH:26]=[CH:27][CH:28]=1. Given the reactants O=[CH:2][CH2:3][CH2:4][N:5]([C:13]1[S:14][CH:15]=[C:16]([C:18]2[O:22][N:21]=[C:20]([C:23]3[CH:28]=[CH:27][CH:26]=[CH:25][CH:24]=3)[CH:19]=2)[N:17]=1)[C:6]([C:8]1[S:9][CH:10]=[CH:11][CH:12]=1)=[O:7].[NH:29]1[CH2:34][CH2:33][CH2:32][CH2:31][C@H:30]1[C:35]([NH2:37])=[O:36].C(O[BH-](OC(=O)C)OC(=O)C)(=O)C.[Na+].[ClH:52], predict the reaction product. (2) Given the reactants [CH:1]1([CH2:6][C@H:7]([N:11]2[CH2:19][C:18]3[C:13](=[CH:14][CH:15]=[CH:16][CH:17]=3)[C:12]2=[O:20])[C:8]([OH:10])=O)[CH2:5][CH2:4][CH2:3][CH2:2]1.[CH3:21][O:22][CH2:23][CH2:24][N:25]1[CH:29]=[CH:28][C:27]([NH2:30])=[N:26]1.F[P-](F)(F)(F)(F)F.N1(O[P+](N(C)C)(N(C)C)N(C)C)C2C=CC=CC=2N=N1.C(N(CC)C(C)C)(C)C, predict the reaction product. The product is: [CH:1]1([CH2:6][C@H:7]([N:11]2[CH2:19][C:18]3[C:13](=[CH:14][CH:15]=[CH:16][CH:17]=3)[C:12]2=[O:20])[C:8]([NH:30][C:27]2[CH:28]=[CH:29][N:25]([CH2:24][CH2:23][O:22][CH3:21])[N:26]=2)=[O:10])[CH2:2][CH2:3][CH2:4][CH2:5]1. (3) Given the reactants [CH3:1][O:2][C:3]1[C:8]2[NH:9][C:10]([C:12]3[S:13][CH:14]=[CH:15][CH:16]=3)=[N:11][C:7]=2[C:6]([C:17]([OH:19])=O)=[CH:5][CH:4]=1.[NH2:20][CH2:21][CH2:22][NH:23][C:24](=[O:26])[CH3:25], predict the reaction product. The product is: [C:24]([NH:23][CH2:22][CH2:21][NH:20][C:17]([C:6]1[C:7]2[N:11]=[C:10]([C:12]3[S:13][CH:14]=[CH:15][CH:16]=3)[NH:9][C:8]=2[C:3]([O:2][CH3:1])=[CH:4][CH:5]=1)=[O:19])(=[O:26])[CH3:25].